This data is from Forward reaction prediction with 1.9M reactions from USPTO patents (1976-2016). The task is: Predict the product of the given reaction. (1) Given the reactants [Cl:1][C:2]1[CH:10]=[C:9]2[C:5]([C:6]([CH:19]=O)=[N:7][N:8]2[CH2:11][C:12]2[CH:17]=[CH:16][C:15]([F:18])=[CH:14][CH:13]=2)=[CH:4][CH:3]=1.[C:21]([CH2:23][C:24]1[CH:33]=[CH:32][C:27]([C:28]([O:30][CH3:31])=[O:29])=[CH:26][CH:25]=1)#[N:22].[OH-].[Na+], predict the reaction product. The product is: [Cl:1][C:2]1[CH:10]=[C:9]2[C:5]([C:6](/[CH:19]=[C:23](/[C:24]3[CH:33]=[CH:32][C:27]([C:28]([O:30][CH3:31])=[O:29])=[CH:26][CH:25]=3)\[C:21]#[N:22])=[N:7][N:8]2[CH2:11][C:12]2[CH:13]=[CH:14][C:15]([F:18])=[CH:16][CH:17]=2)=[CH:4][CH:3]=1. (2) Given the reactants [O:1]1[CH:5]=[CH:4][CH:3]=[C:2]1[C:6]1[O:10][N:9]=[C:8]([CH2:11][O:12][C:13](N2C=CN=C2)=[O:14])[CH:7]=1.[N:20]1([C:26](=[O:28])[CH3:27])[CH2:25][CH2:24][NH:23][CH2:22][CH2:21]1, predict the reaction product. The product is: [O:1]1[CH:5]=[CH:4][CH:3]=[C:2]1[C:6]1[O:10][N:9]=[C:8]([CH2:11][O:12][C:13]([N:23]2[CH2:24][CH2:25][N:20]([C:26](=[O:28])[CH3:27])[CH2:21][CH2:22]2)=[O:14])[CH:7]=1.